Dataset: Catalyst prediction with 721,799 reactions and 888 catalyst types from USPTO. Task: Predict which catalyst facilitates the given reaction. (1) Reactant: C([NH:9][C:10]([NH:12][C@@:13]([C:18]1[CH:23]=[C:22]([Br:24])[C:21]([F:25])=[CH:20][C:19]=1[F:26])([CH3:17])[CH2:14][CH2:15]O)=[S:11])(=O)C1C=CC=CC=1.Cl.[OH-].[Na+]. Product: [Br:24][C:22]1[C:21]([F:25])=[CH:20][C:19]([F:26])=[C:18]([C@:13]2([CH3:17])[CH2:14][CH2:15][S:11][C:10]([NH2:9])=[N:12]2)[CH:23]=1. The catalyst class is: 12. (2) Reactant: FC1C=C2C(=CC=1)NC=C2CCCNC1COC2=C3C(=CC=C2C1)N=CC=C3.Cl.Cl.CCOCC.Cl.Cl.[F:38][C:39]1[CH:40]=[C:41]2[C:45](=[CH:46][CH:47]=1)[NH:44][CH:43]=[C:42]2[CH2:48][CH2:49][CH2:50][N:51]([CH2:66][CH2:67][CH3:68])[CH:52]1[CH2:65][O:64][C:55]2=[C:56]3[C:61](=[CH:62][CH:63]=[C:54]2[CH2:53]1)[N:60]=[CH:59][CH:58]=[CH:57]3. Product: [F:38][C:39]1[CH:40]=[C:41]2[C:45](=[CH:46][CH:47]=1)[NH:44][CH:43]=[C:42]2[CH2:48][CH2:49][CH2:50][N:51]([CH2:66][CH2:67][CH3:68])[CH:52]1[CH2:65][O:64][C:55]2=[C:56]3[C:61](=[CH:62][CH:63]=[C:54]2[CH2:53]1)[N:60]=[CH:59][CH:58]=[CH:57]3. The catalyst class is: 13. (3) Reactant: [CH3:1][O:2][C:3]1[CH:4]=[C:5]([CH:49]=[CH:50][CH:51]=1)[CH2:6][N:7]([CH2:15][C@@H:16]([OH:48])[C@@H:17]([NH:27][C:28](=[O:47])[C:29]1[CH:34]=[C:33]([NH:35][C:36](=[O:43])[C:37]2[CH:42]=[CH:41][CH:40]=[CH:39][CH:38]=2)[CH:32]=[C:31]([C:44](=[O:46])[CH3:45])[CH:30]=1)[CH2:18][C:19]1[CH:24]=[C:23]([F:25])[CH:22]=[C:21]([F:26])[CH:20]=1)[C:8](=[O:14])[O:9][C:10]([CH3:13])([CH3:12])[CH3:11].[BH4-].[Na+]. Product: [CH3:1][O:2][C:3]1[CH:4]=[C:5]([CH:49]=[CH:50][CH:51]=1)[CH2:6][N:7]([CH2:15][C@@H:16]([OH:48])[C@@H:17]([NH:27][C:28](=[O:47])[C:29]1[CH:30]=[C:31]([CH:44]([OH:46])[CH3:45])[CH:32]=[C:33]([NH:35][C:36](=[O:43])[C:37]2[CH:38]=[CH:39][CH:40]=[CH:41][CH:42]=2)[CH:34]=1)[CH2:18][C:19]1[CH:20]=[C:21]([F:26])[CH:22]=[C:23]([F:25])[CH:24]=1)[C:8](=[O:14])[O:9][C:10]([CH3:11])([CH3:12])[CH3:13]. The catalyst class is: 5. (4) Reactant: [Br:1][C:2]1[S:6][C:5]([C:7]([NH2:9])=[O:8])=[C:4]([NH:10][CH3:11])[CH:3]=1.[F:12][C:13]([F:19])([F:18])[CH2:14][C:15](=O)[CH3:16].CC1(C)C2(CS(O)(=O)=O)C(CC1CC2)=O.[O-]S([O-])(=O)=O.[Mg+2].C([O-])(O)=O.[Na+]. Product: [Br:1][C:2]1[S:6][C:5]2[C:7](=[O:8])[NH:9][C:15]([CH3:16])([CH2:14][C:13]([F:19])([F:18])[F:12])[N:10]([CH3:11])[C:4]=2[CH:3]=1. The catalyst class is: 44. (5) Reactant: [Br:1][C:2]1[CH:3]=[CH:4][C:5]([O:8][CH2:9]/[CH:10]=[CH:11]/[C:12]2[CH:41]=[CH:40][C:15]([CH2:16][N:17]3[CH2:22][CH2:21][N:20](C(OCC4C5C=CC=CC=5C5C4=CC=CC=5)=O)[CH2:19][CH2:18]3)=[CH:14][CH:13]=2)=[N:6][CH:7]=1.N1CCCCC1.[NH4+].[Cl-]. Product: [Br:1][C:2]1[CH:3]=[CH:4][C:5]([O:8][CH2:9]/[CH:10]=[CH:11]/[C:12]2[CH:13]=[CH:14][C:15]([CH2:16][N:17]3[CH2:18][CH2:19][NH:20][CH2:21][CH2:22]3)=[CH:40][CH:41]=2)=[N:6][CH:7]=1. The catalyst class is: 2. (6) Reactant: CC([O-])(C)C.[Na+].[C:7]1(Cl)[CH:12]=[CH:11][CH:10]=[CH:9][CH:8]=1.[NH:14]1[CH2:19][CH2:18][CH2:17][CH2:16][CH2:15]1. Product: [C:7]1([N:14]2[CH2:19][CH2:18][CH2:17][CH2:16][CH2:15]2)[CH:12]=[CH:11][CH:10]=[CH:9][CH:8]=1. The catalyst class is: 102. (7) Product: [NH3:6].[CH3:22][C:16]1[CH:17]=[CH:18][CH:19]=[C:20]([CH3:21])[C:15]=1[CH2:14][NH:13][C:4]1[C:5]2[N:6]([C:8]([CH3:12])=[C:9]([CH3:11])[N:10]=2)[CH:7]=[C:2]([C:23]2[CH:28]=[CH:27][CH:26]=[CH:25][CH:24]=2)[CH:3]=1. Reactant: Br[C:2]1[CH:3]=[C:4]([NH:13][CH2:14][C:15]2[C:20]([CH3:21])=[CH:19][CH:18]=[CH:17][C:16]=2[CH3:22])[C:5]2[N:6]([C:8]([CH3:12])=[C:9]([CH3:11])[N:10]=2)[CH:7]=1.[C:23]1(B(O)O)[CH:28]=[CH:27][CH:26]=[CH:25][CH:24]=1.CC(C)([O-])C.[K+].COCCOC. The catalyst class is: 103.